This data is from Reaction yield outcomes from USPTO patents with 853,638 reactions. The task is: Predict the reaction yield, written as a fraction of the theoretical maximum amount of product (1.0 means a 100% yield; for example, 0.34 means a 34% yield). The reactants are [NH2:1][CH2:2][C@H:3]1[CH2:8]C[C@H](C(O)=O)[CH2:5][CH2:4]1.[OH-].[Na+].[CH3:26][C:25]([O:24][C:22](O[C:22]([O:24][C:25]([CH3:28])([CH3:27])[CH3:26])=[O:23])=[O:23])([CH3:28])[CH3:27].C1([O:35]P(N=[N+]=[N-])(=O)OC2C=CC=CC=2)C=CC=CC=1.C([N:50]([CH2:53]C)[CH2:51][CH3:52])C.[CH2:55]([OH:62])[C:56]1[CH:61]=[CH:60][CH:59]=[CH:58][CH:57]=1. The catalyst is C(Cl)(Cl)Cl.C1C=CC=CC=1.CCOCC. The product is [CH2:55]([O:62][C:53](=[O:35])[NH:50][C@H:51]1[CH2:52][CH2:8][C@H:3]([CH2:2][NH:1][C:22]([O:24][C:25]([CH3:26])([CH3:27])[CH3:28])=[O:23])[CH2:4][CH2:5]1)[C:56]1[CH:61]=[CH:60][CH:59]=[CH:58][CH:57]=1. The yield is 0.500.